This data is from Peptide-MHC class I binding affinity with 185,985 pairs from IEDB/IMGT. The task is: Regression. Given a peptide amino acid sequence and an MHC pseudo amino acid sequence, predict their binding affinity value. This is MHC class I binding data. The peptide sequence is WRDDSRGRW. The MHC is HLA-A01:01 with pseudo-sequence HLA-A01:01. The binding affinity (normalized) is 0.0847.